This data is from Forward reaction prediction with 1.9M reactions from USPTO patents (1976-2016). The task is: Predict the product of the given reaction. (1) Given the reactants [Br:1][C:2]1[C:3]([O:23][CH3:24])=[C:4]([C:9]([CH2:12][S:13]([C:16]2[CH:21]=[CH:20][CH:19]=[C:18](Cl)[CH:17]=2)(=[O:15])=[O:14])=[CH:10][CH:11]=1)[C:5]([O:7][CH3:8])=[O:6].BrC1(OC)C=CC(CSC2C=CC([F:44])=CC=2)=C(C(OC)=O)C1, predict the reaction product. The product is: [Br:1][C:2]1[C:3]([O:23][CH3:24])=[C:4]([C:9]([CH2:12][S:13]([C:16]2[CH:21]=[CH:20][C:19]([F:44])=[CH:18][CH:17]=2)(=[O:15])=[O:14])=[CH:10][CH:11]=1)[C:5]([O:7][CH3:8])=[O:6]. (2) Given the reactants [Br:1][C:2]1[CH:7]=[CH:6][CH:5]=[CH:4][C:3]=1[N:8]=[C:9]=[O:10].[C:11]([C:15]1[CH:22]=[CH:21][C:18]([CH2:19][NH2:20])=[CH:17][CH:16]=1)([CH3:14])([CH3:13])[CH3:12].[C:23](Cl)(=[O:28])[CH2:24][C:25](Cl)=[O:26], predict the reaction product. The product is: [Br:1][C:2]1[CH:7]=[CH:6][CH:5]=[CH:4][C:3]=1[N:8]1[C:25](=[O:26])[CH2:24][C:23](=[O:28])[N:20]([CH2:19][C:18]2[CH:17]=[CH:16][C:15]([C:11]([CH3:14])([CH3:12])[CH3:13])=[CH:22][CH:21]=2)[C:9]1=[O:10]. (3) Given the reactants [OH:1][C:2]1[CH:3]=[C:4]([C:10]2[CH:15]=[CH:14][CH:13]=[C:12]([CH2:16][C:17]([O:19][CH3:20])=[O:18])[CH:11]=2)[CH:5]=[CH:6][C:7]=1[O:8][CH3:9].[CH2:21](Br)[C:22]#[CH:23].C(=O)([O-])[O-].[K+].[K+], predict the reaction product. The product is: [CH3:9][O:8][C:7]1[CH:6]=[CH:5][C:4]([C:10]2[CH:15]=[CH:14][CH:13]=[C:12]([CH2:16][C:17]([O:19][CH3:20])=[O:18])[CH:11]=2)=[CH:3][C:2]=1[O:1][CH2:23][C:22]#[CH:21].